From a dataset of Full USPTO retrosynthesis dataset with 1.9M reactions from patents (1976-2016). Predict the reactants needed to synthesize the given product. (1) Given the product [C:1]([N:5]([C:18]([C:19]1[CH:24]=[CH:23][C:22]([CH:25]=[O:26])=[C:21]([B:27]([OH:31])[OH:28])[CH:20]=1)=[O:36])[NH:6][C:7](=[O:17])[C:8]1[CH:13]=[CH:12][CH:11]=[C:10]([O:14][CH3:15])[C:9]=1[CH3:16])([CH3:4])([CH3:2])[CH3:3], predict the reactants needed to synthesize it. The reactants are: [C:1]([N:5]([C:18](=[O:36])[C:19]1[CH:24]=[CH:23][C:22]([CH:25]=[O:26])=[C:21]([B:27]2[O:31]C(C)(C)C(C)(C)[O:28]2)[CH:20]=1)[NH:6][C:7](=[O:17])[C:8]1[CH:13]=[CH:12][CH:11]=[C:10]([O:14][CH3:15])[C:9]=1[CH3:16])([CH3:4])([CH3:3])[CH3:2].I([O-])(=O)(=O)=O.[Na+].Cl. (2) The reactants are: [C:1]([O:5][C:6](=[O:21])[NH:7][C:8]1[CH:13]=[CH:12][C:11]([N:14]2[CH2:19][CH2:18][N:17]([CH3:20])[CH2:16][CH2:15]2)=[CH:10][CH:9]=1)([CH3:4])([CH3:3])[CH3:2].[Cl:22]N1C(=O)CCC1=O.O. Given the product [C:1]([O:5][C:6](=[O:21])[NH:7][C:8]1[CH:9]=[CH:10][C:11]([N:14]2[CH2:15][CH2:16][N:17]([CH3:20])[CH2:18][CH2:19]2)=[C:12]([Cl:22])[CH:13]=1)([CH3:4])([CH3:3])[CH3:2], predict the reactants needed to synthesize it. (3) Given the product [F:1][C:2]1[C:3]([I:11])=[C:4]2[CH:10]=[CH:9][N:8]([CH2:19][O:18][CH2:17][CH2:16][Si:15]([CH3:22])([CH3:21])[CH3:14])[C:5]2=[N:6][CH:7]=1, predict the reactants needed to synthesize it. The reactants are: [F:1][C:2]1[C:3]([I:11])=[C:4]2[CH:10]=[CH:9][NH:8][C:5]2=[N:6][CH:7]=1.[H-].[Na+].[CH3:14][Si:15]([CH3:22])([CH3:21])[CH2:16][CH2:17][O:18][CH2:19]Cl. (4) Given the product [CH:1]1[C:10]2[C:5](=[C:6]([CH2:11][C:12]([NH:25][C:24]3[CH:23]=[CH:22][S:21][C:20]=3[C:16]3[O:15][CH:19]=[CH:18][N:17]=3)=[O:14])[CH:7]=[CH:8][CH:9]=2)[CH:4]=[CH:3][N:2]=1, predict the reactants needed to synthesize it. The reactants are: [CH:1]1[C:10]2[C:5](=[C:6]([CH2:11][C:12]([OH:14])=O)[CH:7]=[CH:8][CH:9]=2)[CH:4]=[CH:3][N:2]=1.[O:15]1[CH:19]=[CH:18][N:17]=[C:16]1[C:20]1[S:21][CH:22]=[CH:23][C:24]=1[NH2:25]. (5) Given the product [C:22]([O:21][C:19](=[O:20])[N:15]([CH2:14][C@H:13]1[C@@H:9]([CH2:8][OH:7])[CH2:10][N:11]([CH2:26][C:27]2[CH:32]=[CH:31][CH:30]=[CH:29][CH:28]=2)[CH2:12]1)[CH:16]([CH3:17])[CH3:18])([CH3:24])([CH3:25])[CH3:23], predict the reactants needed to synthesize it. The reactants are: C(OC(=O)[O:7][CH2:8][C@@H:9]1[C@H:13]([CH2:14][N:15]([C:19]([O:21][C:22]([CH3:25])([CH3:24])[CH3:23])=[O:20])[CH:16]([CH3:18])[CH3:17])[CH2:12][N:11]([CH2:26][C:27]2[CH:32]=[CH:31][CH:30]=[CH:29][CH:28]=2)[CH2:10]1)(C)(C)C.CC[O-].[Na+]. (6) Given the product [Cl:1][C:2]1[CH:3]=[CH:4][C:5]([C:8]2[N:12]3[CH:13]=[C:14]([C:17]4[CH:18]=[CH:19][C:20]([C:21]([N:57]5[CH2:62][CH2:61][C:60](=[O:63])[CH2:59][CH2:58]5)=[O:22])=[CH:24][CH:25]=4)[N:15]=[CH:16][C:11]3=[N:10][CH:9]=2)=[CH:6][CH:7]=1, predict the reactants needed to synthesize it. The reactants are: [Cl:1][C:2]1[CH:7]=[CH:6][C:5]([C:8]2[N:12]3[CH:13]=[C:14]([C:17]4[CH:25]=[CH:24][C:20]([C:21](O)=[O:22])=[CH:19][CH:18]=4)[N:15]=[CH:16][C:11]3=[N:10][CH:9]=2)=[CH:4][CH:3]=1.CN(C(ON1N=NC2C=CC=NC1=2)=[N+](C)C)C.F[P-](F)(F)(F)(F)F.CN1CCOCC1.[NH:57]1[CH2:62][CH2:61][C:60](=[O:63])[CH2:59][CH2:58]1. (7) The reactants are: [Br:1][C:2]1[C:3](C)=[C:4]([CH:6]=[CH:7][CH:8]=1)N.[CH3:10][NH:11][CH3:12]. Given the product [Br:1][C:2]1[C:8]([CH3:7])=[C:10]([NH:11][CH:12]2[CH2:4][CH2:3][CH2:2][CH2:8][CH2:7]2)[CH:6]=[CH:4][CH:3]=1, predict the reactants needed to synthesize it.